Dataset: Full USPTO retrosynthesis dataset with 1.9M reactions from patents (1976-2016). Task: Predict the reactants needed to synthesize the given product. (1) Given the product [OH:1][C:2]1[C:3]([O:29][CH3:28])=[C:4]2[C:9]([NH:10][C:11]3[CH:16]=[CH:15][C:14]([O:17][C:18]4[CH:19]=[CH:20][CH:21]=[CH:22][CH:23]=4)=[CH:13][CH:12]=3)=[C:8]([C:24]#[N:25])[CH:7]=[N:6][N:5]2[CH:26]=1, predict the reactants needed to synthesize it. The reactants are: [OH:1][C:2]1[C:3](C)=[C:4]2[C:9]([NH:10][C:11]3[CH:16]=[CH:15][C:14]([O:17][C:18]4[CH:23]=[CH:22][CH:21]=[CH:20][CH:19]=4)=[CH:13][CH:12]=3)=[C:8]([C:24]#[N:25])[CH:7]=[N:6][N:5]2[CH:26]=1.[C:28](O)(C(F)(F)F)=[O:29].O.C(O)(C(F)(F)F)=O.CC#N. (2) Given the product [CH:14]1[C:10]2[C:9]3[CH:8]=[CH:7][CH:6]=[CH:5][C:4]=3[N:3]=[C:2]([NH:30][C:26]3[CH:25]=[N:24][CH:29]=[CH:28][CH:27]=3)[C:11]=2[NH:12][N:13]=1, predict the reactants needed to synthesize it. The reactants are: Cl[C:2]1[C:11]2=[N:12][N:13](CC3C=CC(OC)=CC=3)[CH:14]=[C:10]2[C:9]2[CH:8]=[CH:7][CH:6]=[CH:5][C:4]=2[N:3]=1.[N:24]1[CH:29]=[CH:28][CH:27]=[C:26]([NH2:30])[CH:25]=1.Cl. (3) The reactants are: [CH3:1][N:2]1[C:6]([C:7](=[O:23])[NH:8][CH2:9][CH2:10][C:11]2[N:12]([CH3:22])[CH:13]=[C:14]([C:16]3[CH:21]=[CH:20][CH:19]=[CH:18][CH:17]=3)[N:15]=2)=[C:5]([C:24]([O:26]C)=[O:25])[N:4]=[N:3]1.[Li+].[OH-].Cl.ClCCl. Given the product [CH3:1][N:2]1[C:6]([C:7](=[O:23])[NH:8][CH2:9][CH2:10][C:11]2[N:12]([CH3:22])[CH:13]=[C:14]([C:16]3[CH:17]=[CH:18][CH:19]=[CH:20][CH:21]=3)[N:15]=2)=[C:5]([C:24]([OH:26])=[O:25])[N:4]=[N:3]1, predict the reactants needed to synthesize it. (4) Given the product [Br:1][C:2]1[CH:7]=[CH:6][C:5]([CH2:8][C:9]([NH:13][C:14]2[CH:19]=[CH:18][C:17]([CH2:20][C:21]([CH3:27])([CH3:28])[C:22]([O:24][CH2:25][CH3:26])=[O:23])=[C:16]([C:29]([F:30])([F:31])[F:32])[CH:15]=2)=[O:11])=[C:4]([F:12])[CH:3]=1, predict the reactants needed to synthesize it. The reactants are: [Br:1][C:2]1[CH:7]=[CH:6][C:5]([CH2:8][C:9]([OH:11])=O)=[C:4]([F:12])[CH:3]=1.[NH2:13][C:14]1[CH:19]=[CH:18][C:17]([CH2:20][C:21]([CH3:28])([CH3:27])[C:22]([O:24][CH2:25][CH3:26])=[O:23])=[C:16]([C:29]([F:32])([F:31])[F:30])[CH:15]=1.CN(C(ON1N=NC2C=CC=NC1=2)=[N+](C)C)C.F[P-](F)(F)(F)(F)F.CCN(CC)CC. (5) Given the product [OH:2][CH2:1][C:3]1[CH:17]=[CH:16][C:6]([O:7][C:8]2[CH:9]=[C:10]([CH:13]=[CH:14][CH:15]=2)[C:11]#[N:12])=[CH:5][CH:4]=1, predict the reactants needed to synthesize it. The reactants are: [CH:1]([C:3]1[CH:17]=[CH:16][C:6]([O:7][C:8]2[CH:9]=[C:10]([CH:13]=[CH:14][CH:15]=2)[C:11]#[N:12])=[CH:5][CH:4]=1)=[O:2].[BH4-].[Na+]. (6) Given the product [CH3:1][C:2]1[S:6][CH:5]=[N:4][C:3]=1[C:7]([NH:25][NH:24][C:26]([O:28][C:29]([CH3:32])([CH3:31])[CH3:30])=[O:27])=[O:9], predict the reactants needed to synthesize it. The reactants are: [CH3:1][C:2]1[S:6][CH:5]=[N:4][C:3]=1[C:7]([OH:9])=O.C(Cl)CCl.C1C=CC2N(O)N=NC=2C=1.[NH:24]([C:26]([O:28][C:29]([CH3:32])([CH3:31])[CH3:30])=[O:27])[NH2:25]. (7) Given the product [Cl:17][C:13]([C:11]1[CH:12]=[C:7]([OH:6])[CH:8]=[C:9]([C:18]([Cl:22])=[C:19]([Cl:20])[Cl:21])[CH:10]=1)=[C:14]([Cl:16])[Cl:15], predict the reactants needed to synthesize it. The reactants are: B(Br)(Br)Br.C[O:6][C:7]1[CH:12]=[C:11]([C:13]([Cl:17])=[C:14]([Cl:16])[Cl:15])[CH:10]=[C:9]([C:18]([Cl:22])=[C:19]([Cl:21])[Cl:20])[CH:8]=1.